Dataset: Forward reaction prediction with 1.9M reactions from USPTO patents (1976-2016). Task: Predict the product of the given reaction. (1) The product is: [N+:1]([O-:4])([O-:3])=[O:2].[Ag+:5].[CH2:6]([S:8][CH2:9][CH3:10])[CH3:7]. Given the reactants [N+:1]([O-:4])([O-:3])=[O:2].[Ag+:5].[CH2:6]([S:8][CH2:9][CH3:10])[CH3:7], predict the reaction product. (2) Given the reactants N1C2=NC=CC(CNC([NH:14][CH2:15][C:16]3[CH:21]=[C:20]([N+:22]([O-:24])=[O:23])[CH:19]=[CH:18][C:17]=3[NH2:25])=S)=C2C=C1.[K].[C:35](O[C:35]([O:37][C:38]([CH3:41])([CH3:40])[CH3:39])=[O:36])([O:37][C:38]([CH3:41])([CH3:40])[CH3:39])=[O:36], predict the reaction product. The product is: [NH2:25][C:17]1[CH:18]=[CH:19][C:20]([N+:22]([O-:24])=[O:23])=[CH:21][C:16]=1[CH2:15][NH:14][C:35](=[O:36])[O:37][C:38]([CH3:39])([CH3:40])[CH3:41]. (3) Given the reactants [Cl:1][C:2]1[N:7]=[N:6][C:5]([C:8](C)([C:14](OCC)=O)[C:9]([O:11]CC)=[O:10])=[CH:4][CH:3]=1.[Li+:20].[OH-], predict the reaction product. The product is: [Cl:1][C:2]1[N:7]=[N:6][C:5]([CH:8]([CH3:14])[C:9]([O-:11])=[O:10])=[CH:4][CH:3]=1.[Li+:20]. (4) Given the reactants [NH2:1][C:2]1[N:7]=[CH:6][N:5]=[C:4]2[N:8]([CH:12]([C:14]3[C:15]([O:33][CH2:34][CH3:35])=[C:16]([CH:22]4[CH2:25][N:24](C(OC(C)(C)C)=O)[CH2:23]4)[C:17]([F:21])=[C:18]([Cl:20])[CH:19]=3)[CH3:13])[N:9]=[C:10]([CH3:11])[C:3]=12.[ClH:36].O1CCOCC1, predict the reaction product. The product is: [ClH:20].[ClH:36].[NH:24]1[CH2:23][CH:22]([C:16]2[C:15]([O:33][CH2:34][CH3:35])=[C:14]([CH:12]([N:8]3[C:4]4=[N:5][CH:6]=[N:7][C:2]([NH2:1])=[C:3]4[C:10]([CH3:11])=[N:9]3)[CH3:13])[CH:19]=[C:18]([Cl:20])[C:17]=2[F:21])[CH2:25]1. (5) Given the reactants [CH:1]1([C:4]2[CH:5]=[C:6](N)[CH:7]=[CH:8][C:9]=2[F:10])[CH2:3][CH2:2]1.[I-:12].[Cs+].II.N(OCCC(C)C)=O, predict the reaction product. The product is: [CH:1]1([C:4]2[CH:5]=[C:6]([I:12])[CH:7]=[CH:8][C:9]=2[F:10])[CH2:3][CH2:2]1. (6) Given the reactants C[O:2][C:3](=O)[CH2:4][C:5]([NH:7][C:8]1[CH:13]=[CH:12][C:11]([S:14][CH2:15][C:16]2[CH:21]=[CH:20][CH:19]=[C:18]([F:22])[CH:17]=2)=[CH:10][CH:9]=1)=[O:6].[OH-].[NH4+:25], predict the reaction product. The product is: [F:22][C:18]1[CH:17]=[C:16]([CH:21]=[CH:20][CH:19]=1)[CH2:15][S:14][C:11]1[CH:12]=[CH:13][C:8]([NH:7][C:5](=[O:6])[CH2:4][C:3]([NH2:25])=[O:2])=[CH:9][CH:10]=1. (7) Given the reactants [CH3:1][C:2]1([CH3:19])[C:9]2[S:8][C:7]([NH:10]C(=O)OC(C)(C)C)=[N:6][C:5]=2[C:4](=[O:18])[O:3]1.FC(F)(F)C(O)=O, predict the reaction product. The product is: [NH2:10][C:7]1[S:8][C:9]2[C:2]([CH3:1])([CH3:19])[O:3][C:4](=[O:18])[C:5]=2[N:6]=1. (8) Given the reactants [Cl:1][CH2:2][C:3](Cl)=[O:4].C(=O)([O-])[O-].[K+].[K+].[NH:12]1[CH2:17][CH2:16][CH2:15][CH2:14][CH2:13]1, predict the reaction product. The product is: [Cl:1][CH2:2][C:3]([N:12]1[CH2:17][CH2:16][CH2:15][CH2:14][CH2:13]1)=[O:4]. (9) Given the reactants [NH2:1][S:2]([C:5]1[CH:6]=[C:7]2[C:11](=[CH:12][CH:13]=1)[NH:10][C:9](=[O:14])[CH2:8]2)(=[O:4])=[O:3].[NH:15]1[C:23]2[C:18](=[CH:19][CH:20]=[CH:21][CH:22]=2)[CH:17]=[C:16]1[CH:24]=O.N1CCCCC1, predict the reaction product. The product is: [NH:15]1[C:23]2[C:18](=[CH:19][CH:20]=[CH:21][CH:22]=2)[CH:17]=[C:16]1[CH:24]=[C:8]1[C:7]2[C:11](=[CH:12][CH:13]=[C:5]([S:2]([NH2:1])(=[O:4])=[O:3])[CH:6]=2)[NH:10][C:9]1=[O:14]. (10) Given the reactants [O:1]([C:8]1[CH:13]=[CH:12][CH:11]=[CH:10][C:9]=1[NH:14][C:15]([C:17]1[CH:22]=[C:21]([C:23]2[CH:28]=[CH:27][CH:26]=[CH:25][CH:24]=2)[C:20]([C:29]([O-:31])=[O:30])=[CH:19][CH:18]=1)=O)[C:2]1[CH:7]=[CH:6][CH:5]=[CH:4][CH:3]=1.[CH2:32](Cl)Cl, predict the reaction product. The product is: [CH:6]1[C:7]2[C:15]([C:17]3[CH:22]=[C:21]([C:23]4[CH:28]=[CH:27][CH:26]=[CH:25][CH:24]=4)[C:20]([C:29]([O:31][CH3:32])=[O:30])=[CH:19][CH:18]=3)=[N:14][C:9]3[CH:10]=[CH:11][CH:12]=[CH:13][C:8]=3[O:1][C:2]=2[CH:3]=[CH:4][CH:5]=1.